This data is from CYP3A4 inhibition data for predicting drug metabolism from PubChem BioAssay. The task is: Regression/Classification. Given a drug SMILES string, predict its absorption, distribution, metabolism, or excretion properties. Task type varies by dataset: regression for continuous measurements (e.g., permeability, clearance, half-life) or binary classification for categorical outcomes (e.g., BBB penetration, CYP inhibition). Dataset: cyp3a4_veith. (1) The compound is COc1cccc(NC(=S)NNC(=O)C(C)n2nc(C)c([N+](=O)[O-])c2C)c1. The result is 0 (non-inhibitor). (2) The compound is CCOc1ccccc1NC(=O)C(=O)NCC1CCCN1CC. The result is 0 (non-inhibitor).